This data is from Full USPTO retrosynthesis dataset with 1.9M reactions from patents (1976-2016). The task is: Predict the reactants needed to synthesize the given product. (1) The reactants are: Cl.OC1O[C@H](CO)[C@@H](O)[C@H](O)[C@H]1N.CCN(C(C)C)C(C)C.C1CN([P+]([O:39][N:40]2[N:48]=[N:47][C:42]3[CH:43]=[CH:44][CH:45]=[CH:46][C:41]2=3)(N2CCCC2)N2CCCC2)CC1.F[P-](F)(F)(F)(F)F. Given the product [OH:39][N:40]1[C:41]2[CH:46]=[CH:45][CH:44]=[CH:43][C:42]=2[N:47]=[N:48]1, predict the reactants needed to synthesize it. (2) Given the product [CH:1](=[N:9][OH:10])[C:2]1[CH:7]=[CH:6][CH:5]=[N:4][CH:3]=1, predict the reactants needed to synthesize it. The reactants are: [CH:1](=O)[C:2]1[CH:7]=[CH:6][CH:5]=[N:4][CH:3]=1.[NH2:9][OH:10].C([O-])(=O)C.[Na+]. (3) Given the product [CH:1]1([O:7][C:9]2[C:18]3[C:13](=[CH:14][C:15]([O:19][CH3:20])=[CH:16][CH:17]=3)[CH:12]=[C:11]([NH:21][C:22]3[CH:26]=[C:25]([CH3:27])[NH:24][N:23]=3)[N:10]=2)[CH2:6][CH2:5][CH2:4][CH2:3][CH2:2]1, predict the reactants needed to synthesize it. The reactants are: [CH:1]1([OH:7])[CH2:6][CH2:5][CH2:4][CH2:3][CH2:2]1.Cl[C:9]1[C:18]2[C:13](=[CH:14][C:15]([O:19][CH3:20])=[CH:16][CH:17]=2)[CH:12]=[C:11]([NH:21][C:22]2[CH:26]=[C:25]([CH3:27])[NH:24][N:23]=2)[N:10]=1. (4) Given the product [C:23]1([CH2:22][C:21]([N:17]2[C:18]3[C:14](=[CH:13][C:12]([C:9]4[C:4]5[C:5]([NH2:8])=[N:6][CH:7]=[C:2]([C:32]6[CH:31]=[N:30][CH:35]=[CH:34][CH:33]=6)[C:3]=5[S:11][CH:10]=4)=[CH:20][CH:19]=3)[CH2:15][CH2:16]2)=[O:29])[CH:24]=[CH:25][CH:26]=[CH:27][CH:28]=1, predict the reactants needed to synthesize it. The reactants are: I[C:2]1[C:3]2[S:11][CH:10]=[C:9]([C:12]3[CH:13]=[C:14]4[C:18](=[CH:19][CH:20]=3)[N:17]([C:21](=[O:29])[CH2:22][C:23]3[CH:28]=[CH:27][CH:26]=[CH:25][CH:24]=3)[CH2:16][CH2:15]4)[C:4]=2[C:5]([NH2:8])=[N:6][CH:7]=1.[N:30]1[CH:35]=[CH:34][CH:33]=[C:32](B(O)O)[CH:31]=1.C(=O)([O-])[O-].[Na+].[Na+].O1CCOCC1. (5) Given the product [CH:1]1[C:10]2[C:5](=[CH:6][CH:7]=[CH:8][CH:9]=2)[CH:4]=[CH:3][C:2]=1[C:11]([OH:12])([CH2:28][CH:24]=[CH2:25])[CH2:13][CH:14]=[CH2:15], predict the reactants needed to synthesize it. The reactants are: [CH:1]1[C:10]2[C:5](=[CH:6][CH:7]=[CH:8][CH:9]=2)[CH:4]=[CH:3][C:2]=1[CH:11]=[O:12].[CH2:13]([Mg]Cl)[CH:14]=[CH2:15].Cl.C(OCC)C.[CH2:24]1[CH2:28]OC[CH2:25]1. (6) Given the product [CH3:28][N:27]([CH3:29])[CH2:26][CH2:25][N:11]1[C:12](=[O:24])[C:40]2[CH2:39][CH:38]([O:37][CH3:36])[C:46]([O:47][CH3:48])=[CH:45][C:44]=2[C:3]2[C:4]1=[C:5]1[C:10](=[N:1][N:52]=2)[CH:9]=[CH:8][CH:7]=[CH:6]1, predict the reactants needed to synthesize it. The reactants are: [N:1]1[C:10]2[C:5](=[CH:6][CH:7]=[CH:8][CH:9]=2)[C:4]([N:11]([CH2:25][CH2:26][N:27]([CH3:29])[CH3:28])[C:12](=[O:24])C2C(OC)=C(OC)C=CC=2I)=[CH:3]C=1.C(Cl)(=O)C(Cl)=O.[CH3:36][O:37][C:38]1[CH:39]=[C:40]([C:44](I)=[CH:45][C:46]=1[O:47][CH3:48])C(O)=O.C([N:52](CC)CC)C. (7) Given the product [CH3:7][C:6]12[CH2:13][CH:5]1[CH2:4][C@H:3]([CH:8]([OH:10])[CH3:9])[C:2]2([CH3:1])[CH3:11], predict the reactants needed to synthesize it. The reactants are: [CH3:1][C:2]1([CH3:11])[C:6]([CH3:7])=[CH:5][CH2:4][C@@H:3]1[CH:8]([OH:10])[CH3:9].Br[CH2:13]Br.